Predict the product of the given reaction. From a dataset of Forward reaction prediction with 1.9M reactions from USPTO patents (1976-2016). (1) Given the reactants [O:1]1[C:5]2([CH2:10][CH2:9][CH:8]([NH:11][C:12]3[NH:16][N:15]=[CH:14][CH:13]=3)[CH2:7][CH2:6]2)[O:4][CH2:3][CH2:2]1.N12CCCN=C1CCCCC2.[C:28]([C:30]1[CH:35]=[CH:34][CH:33]=[CH:32][C:31]=1[C:36]1[CH:41]=[CH:40][C:39]([CH2:42][CH:43]([C:48](=O)[CH2:49][CH2:50][CH2:51][CH3:52])[C:44](OC)=[O:45])=[CH:38][CH:37]=1)#[N:29].C(OCC)(=O)C, predict the reaction product. The product is: [CH2:49]([C:48]1[N:16]2[N:15]=[CH:14][CH:13]=[C:12]2[N:11]([CH:8]2[CH2:7][CH2:6][C:5]3([O:4][CH2:3][CH2:2][O:1]3)[CH2:10][CH2:9]2)[C:44](=[O:45])[C:43]=1[CH2:42][C:39]1[CH:38]=[CH:37][C:36]([C:31]2[C:30]([C:28]#[N:29])=[CH:35][CH:34]=[CH:33][CH:32]=2)=[CH:41][CH:40]=1)[CH2:50][CH2:51][CH3:52]. (2) Given the reactants COC1C=CC(C2CCCC3C=C(OC)C=CC=3C=2)=C(N)C=1.Cl.[N:24]1([CH2:31][CH2:32][O:33][C:34]2[CH:42]=[CH:41][C:37]([C:38](O)=O)=[CH:36][CH:35]=2)[CH2:30][CH2:29][CH2:28][CH2:27][CH2:26][CH2:25]1.N1(CCOC2C=C[C:56]([CH2:57][NH:58][C:59]3[CH:64]=[C:63]([O:65][CH3:66])[CH:62]=[CH:61][C:60]=3[C:67]3[CH2:73][CH2:72][CH2:71][C:70]4[CH:74]=[C:75]([O:78][CH3:79])[CH:76]=[CH:77][C:69]=4[CH:68]=3)=CC=2)CCCCCC1, predict the reaction product. The product is: [N:24]1([CH2:31][CH2:32][O:33][C:34]2[CH:42]=[CH:41][C:37]([CH2:38][N:58]([CH2:57][CH3:56])[C:59]3[CH:64]=[C:63]([O:65][CH3:66])[CH:62]=[CH:61][C:60]=3[C:67]3[CH2:73][CH2:72][CH2:71][C:70]4[CH:74]=[C:75]([O:78][CH3:79])[CH:76]=[CH:77][C:69]=4[CH:68]=3)=[CH:36][CH:35]=2)[CH2:30][CH2:29][CH2:28][CH2:27][CH2:26][CH2:25]1. (3) Given the reactants [Si:1]([O:8][C@@H:9]1[C@H:13]([CH2:14][O:15][Si:16]([C:19]([CH3:22])([CH3:21])[CH3:20])([CH3:18])[CH3:17])[CH2:12][C@@H:11]([NH2:23])[CH2:10]1)([C:4]([CH3:7])([CH3:6])[CH3:5])([CH3:3])[CH3:2].[Cl:24][C:25]1[N:30]=[C:29](Cl)[N:28]=[C:27]([NH:32][C@@H:33]2[C:41]3[C:36](=[CH:37][CH:38]=[CH:39][CH:40]=3)[C:35]([CH3:43])([CH3:42])[CH2:34]2)[N:26]=1, predict the reaction product. The product is: [Si:1]([O:8][C@@H:9]1[C@H:13]([CH2:14][O:15][Si:16]([C:19]([CH3:22])([CH3:21])[CH3:20])([CH3:17])[CH3:18])[CH2:12][C@@H:11]([NH:23][C:29]2[N:28]=[C:27]([NH:32][C@@H:33]3[C:41]4[C:36](=[CH:37][CH:38]=[CH:39][CH:40]=4)[C:35]([CH3:42])([CH3:43])[CH2:34]3)[N:26]=[C:25]([Cl:24])[N:30]=2)[CH2:10]1)([C:4]([CH3:7])([CH3:6])[CH3:5])([CH3:3])[CH3:2].